From a dataset of Catalyst prediction with 721,799 reactions and 888 catalyst types from USPTO. Predict which catalyst facilitates the given reaction. (1) Reactant: I[CH2:2]CI.[Cl:5][C:6](=[CH2:23])[CH2:7][C:8]1([CH3:22])[CH2:12][CH2:11][CH:10]([CH2:13][C:14]2[CH:19]=[CH:18][C:17]([Cl:20])=[CH:16][CH:15]=2)[C:9]1=[O:21].ICI.[OH-].[Na+].Cl. Product: [Cl:20][C:17]1[CH:18]=[CH:19][C:14]([CH2:13][CH:10]2[C:9]3([O:21][CH2:2]3)[C:8]([CH:7]=[C:6]([Cl:5])[CH3:23])([CH3:22])[CH2:12][CH2:11]2)=[CH:15][CH:16]=1. The catalyst class is: 1. (2) Reactant: Cl[C:2]1[N:7]=[N:6][C:5]([NH:8][C:9]2[CH:14]=[CH:13][C:12]([O:15][CH:16]([F:18])[F:17])=[CH:11][CH:10]=2)=[CH:4][CH:3]=1.[CH:19](B1OC(C)(C)C(C)(C)O1)=[CH2:20].C([O-])([O-])=O.[K+].[K+]. Product: [F:17][CH:16]([F:18])[O:15][C:12]1[CH:13]=[CH:14][C:9]([NH:8][C:5]2[N:6]=[N:7][C:2]([CH:19]=[CH2:20])=[CH:3][CH:4]=2)=[CH:10][CH:11]=1. The catalyst class is: 38. (3) Reactant: [N:1]([C@H:4]1[CH2:9][CH2:8][C@H:7]([C:10]([O:12][CH2:13][CH3:14])=[O:11])[CH2:6][C@H:5]1[NH:15][C:16]([O:18][C:19]([CH3:22])([CH3:21])[CH3:20])=[O:17])=[N+]=[N-].[H][H]. Product: [C:19]([O:18][C:16]([NH:15][C@@H:5]1[CH2:6][C@@H:7]([C:10]([O:12][CH2:13][CH3:14])=[O:11])[CH2:8][CH2:9][C@@H:4]1[NH2:1])=[O:17])([CH3:22])([CH3:21])[CH3:20]. The catalyst class is: 696. (4) Reactant: [Br:1][C:2]1[C:11]2[C:6](=[CH:7][CH:8]=[CH:9][CH:10]=2)[CH:5]=[C:4]([OH:12])[CH:3]=1.Br[CH2:14][CH2:15][O:16][Si:17]([CH:24]([CH3:26])[CH3:25])([CH:21]([CH3:23])[CH3:22])[CH:18]([CH3:20])[CH3:19].C(=O)([O-])[O-].[K+].[K+]. Product: [Br:1][C:2]1[C:11]2[C:6](=[CH:7][CH:8]=[CH:9][CH:10]=2)[CH:5]=[C:4]([O:12][CH2:14][CH2:15][O:16][Si:17]([CH:21]([CH3:22])[CH3:23])([CH:18]([CH3:20])[CH3:19])[CH:24]([CH3:25])[CH3:26])[CH:3]=1. The catalyst class is: 711. (5) Reactant: [Br:1][C:2]1[CH:7]=[N:6][C:5]([C:8]#[C:9][CH2:10][CH2:11][N:12]2[CH:16]=[CH:15][N:14]=[N:13]2)=[CH:4][N:3]=1. Product: [Br:1][C:2]1[CH:7]=[N:6][C:5]([CH:8]=[CH:9][CH2:10][CH2:11][N:12]2[CH:16]=[CH:15][N:14]=[N:13]2)=[CH:4][N:3]=1. The catalyst class is: 78. (6) Reactant: [CH3:1][C:2]1[N:3]=[CH:4][S:5][C:6]=1/[CH:7]=[CH:8]/[C:9]1[C:17]2[C:12](=[CH:13][C:14]([CH:18]=[O:19])=[CH:15][CH:16]=2)[N:11](COCC[Si](C)(C)C)[N:10]=1.[F-].C([N+](CCCC)(CCCC)CCCC)CCC. Product: [CH3:1][C:2]1[N:3]=[CH:4][S:5][C:6]=1/[CH:7]=[CH:8]/[C:9]1[C:17]2[C:12](=[CH:13][C:14]([CH:18]=[O:19])=[CH:15][CH:16]=2)[NH:11][N:10]=1. The catalyst class is: 1. (7) Reactant: [C:1]([C:4]1[S:8][C:7]([C:9]2[CH:10]=[C:11]([Cl:30])[C:12]3[O:16][CH:15]([CH2:17][NH:18][C:19](=[O:28])/[CH:20]=[CH:21]/[C:22]4[CH:23]=[N:24][CH:25]=[CH:26][CH:27]=4)[CH2:14][C:13]=3[CH:29]=2)=[CH:6][CH:5]=1)(=[O:3])[CH3:2].CO.[BH4-].[Na+].O. Product: [Cl:30][C:11]1[C:12]2[O:16][CH:15]([CH2:17][NH:18][C:19](=[O:28])/[CH:20]=[CH:21]/[C:22]3[CH:23]=[N:24][CH:25]=[CH:26][CH:27]=3)[CH2:14][C:13]=2[CH:29]=[C:9]([C:7]2[S:8][C:4]([CH:1]([OH:3])[CH3:2])=[CH:5][CH:6]=2)[CH:10]=1. The catalyst class is: 4. (8) Reactant: [F:1][C:2]1[CH:24]=[CH:23][CH:22]=[CH:21][C:3]=1[O:4][C:5]1[C:18](=[O:19])[N:17]([CH3:20])[C:8]2[N:9]=[C:10](S(C)(=O)=O)[N:11]=[CH:12][C:7]=2[CH:6]=1.[CH2:25]([NH2:29])[CH2:26][CH2:27][CH3:28].CO.O. Product: [CH2:25]([NH:29][C:10]1[N:11]=[CH:12][C:7]2[CH:6]=[C:5]([O:4][C:3]3[CH:21]=[CH:22][CH:23]=[CH:24][C:2]=3[F:1])[C:18](=[O:19])[N:17]([CH3:20])[C:8]=2[N:9]=1)[CH2:26][CH2:27][CH3:28]. The catalyst class is: 60. (9) Reactant: [F:1][C@H:2]1[C@@H:7]([NH:8]C(=O)OCC2C=CC=CC=2)[CH2:6][CH2:5][N:4]([CH2:19][CH:20]2[C:24]3=[C:25]([F:33])[CH:26]=[N:27][C:28]4[CH:29]=[CH:30][C:31](=[O:32])[N:22]([C:23]=43)[CH2:21]2)[CH2:3]1.O1CCOCC1. Product: [NH2:8][C@H:7]1[CH2:6][CH2:5][N:4]([CH2:19][CH:20]2[C:24]3=[C:25]([F:33])[CH:26]=[N:27][C:28]4[CH:29]=[CH:30][C:31](=[O:32])[N:22]([C:23]=43)[CH2:21]2)[CH2:3][C@H:2]1[F:1]. The catalyst class is: 29.